Dataset: Peptide-MHC class I binding affinity with 185,985 pairs from IEDB/IMGT. Task: Regression. Given a peptide amino acid sequence and an MHC pseudo amino acid sequence, predict their binding affinity value. This is MHC class I binding data. (1) The peptide sequence is WQFGPSTYY. The MHC is HLA-A02:01 with pseudo-sequence HLA-A02:01. The binding affinity (normalized) is 0.0847. (2) The peptide sequence is LNLNYIVAL. The MHC is H-2-Kb with pseudo-sequence H-2-Kb. The binding affinity (normalized) is 0.674. (3) The peptide sequence is AISYCRAFI. The MHC is HLA-A02:06 with pseudo-sequence HLA-A02:06. The binding affinity (normalized) is 0.539.